Task: Binary Classification. Given a miRNA mature sequence and a target amino acid sequence, predict their likelihood of interaction.. Dataset: Experimentally validated miRNA-target interactions with 360,000+ pairs, plus equal number of negative samples (1) The miRNA is hsa-miR-1284 with sequence UCUAUACAGACCCUGGCUUUUC. The protein sequence of the target gene is MRRYRIDSMKYEQRMNAGASGFDMSDWNNPYNASPPSSRGGDDDASSVNHSRPRRSRLDNDIPQPRRPILIQPARPVSQKSNRQGTGMSNGSRGLNSTFNGYDRTYSRYHQNSSRGPSEGFSGAPSARNASGYASDYANSRAGVGLLPNNHREPVRPRSTAAERYANASSMRNGFVYDSGESDKTSEELEEDEEEEEVRNFYMEGRAQGSRSVTNTLASEVYNSESESYYYGVVKLGSAIVDHVFRTMPPPEKYYKMPPIDRVAYVFYCAVNNKPYNNIDEFHVIFNREFYSYRGYGDSK.... Result: 0 (no interaction). (2) The miRNA is mmu-miR-1199-5p with sequence UCUGAGUCCCGGUCGCGCGG. The protein sequence of the target gene is MASLFSGRILIRNNSDQDEVETEAELSRRLENRLVLLFFGAGACPQCQAFAPVLKDFFVRLTDEFYVLRAAQLALVYVSQDPTEEQQDLFLRDMPEKWLFLPFHDELRRDLGRQFSVRQLPAVVVLKPGGDVLTSDATEEIQRLGPACFANWQEAAELLDRSFLQPEDLDEPARRSITEPLRRRKYRVDRDVGRERGRNGRDSGDPQGDAGTRAELW. Result: 1 (interaction). (3) The miRNA is hsa-miR-3938 with sequence AAUUCCCUUGUAGAUAACCCGG. The protein sequence of the target gene is MEPSPLSPSGAALPLPLSLAPPPLPLPAAAVVHVSFPEVTSALLESLNQQRLQGQLCDVSIRVQGREFRAHRAVLAASSPYFHDQVLLKGMTSISLPSVMDPGAFETVLASAYTGRLSMAAADIVNFLTVGSVLQMWHIVDKCTELLREGRASATTTITTAAATSVTVPGAGVPSGSGGTVAPATMGSARSHASSRASENQSPSSSNYFSPRESTDFSSSSQEAFAASAVGSGERRGGGPVFPAPVVGSGGATSGKLLLEADELCDDGGDGRGAVVPGAGLRRPTYTPPSIMPQKHWVYV.... Result: 1 (interaction). (4) Result: 0 (no interaction). The protein sequence of the target gene is MGAQAPLRLPAAPPLAVCGYTSVLLLFAFCLPGSRASNQPAGGGGDCPGGRGKSNCSELNLRESDIRVCDESSCKYGGVCKEDGDGLKCACQFQCHTNYIPVCGSNGDTYQNECFLRRAACKHQKDITVVARGPCYSDNGSGSGEGEEEGSGAGAHRKHSKCGPCKYKAECDEDAENVGCVCNIDCSGYSFNPVCASDGSSYNNPCFVREASCIKQEQIDIRHLGHCTDTDDVSLLGKKDDGLQYRPDVKDAGDEREDVYIGSHMPCPENLNGYCIHGKCEFIYSTQKASCRCESGYTGQ.... The miRNA is rno-miR-21-5p with sequence UAGCUUAUCAGACUGAUGUUGA. (5) The miRNA is hsa-miR-637 with sequence ACUGGGGGCUUUCGGGCUCUGCGU. The protein sequence of the target gene is MAEPSQAPTPAPAAQPRPLQSPAPAPTPTPAPSPASAPIPTPTPAPAPAPAAAPAGSTGTGGPGVGSGGAGSGGDPARPGLSQQQRASQRKAQVRGLPRAKKLEKLGVFSACKANETCKCNGWKNPKPPTAPRMDLQQPAANLSELCRSCEHPLADHVSHLENVSEDEINRLLGMVVDVENLFMSVHKEEDTDTKQVYFYLFKLLRKCILQMTRPVVEGSLGSPPFEKPNIEQGVLNFVQYKFSHLAPRERQTMFELSKMFLLCLNYWKLETPAQFRQRSQAEDVATYKVNYTRWLCYCH.... Result: 0 (no interaction). (6) The miRNA is hsa-miR-4802-5p with sequence UAUGGAGGUUCUAGACCAUGUU. The protein sequence of the target gene is MEMGSNSGPGHGPGQAESGGSSTESSSFSGGLMFGQKIYFEDGGGGSGSSSSGGRSNRRVRGGGSGQSGQIPRCQVEGCGMDLTNAKGYYSRHRVCGVHSKTPKVTVAGIEQRFCQQCSRFHQLPEFDLEKRSCRRRLAGHNERRRKPQPASLSVLASRYGRIAPSLYENGDAGMNGSFLGNQEIGWPSSRTLDTRVMRRPVSSPSWQINPMNVFSQGSVGGGGTSFSSPEIMDTKLESYKGIGDSNCALSLLSNPHQPHDNNNNNNNNNNNNNNTWRASSGFGPMTVTMAQPPPAPSQH.... Result: 0 (no interaction).